From a dataset of Full USPTO retrosynthesis dataset with 1.9M reactions from patents (1976-2016). Predict the reactants needed to synthesize the given product. (1) The reactants are: Br[CH2:2][C:3]([CH:5]1[CH2:10][CH2:9][N:8](C(OC(C)(C)C)=O)[CH2:7][CH2:6]1)=O.[C:18]([NH2:21])(=[O:20])[CH3:19]. Given the product [CH3:19][C:18]1[O:20][CH:2]=[C:3]([CH:5]2[CH2:6][CH2:7][NH:8][CH2:9][CH2:10]2)[N:21]=1, predict the reactants needed to synthesize it. (2) Given the product [Cl:1][C:2]1[CH:3]=[CH:4][N:5]2[C:10]=1[C:9]([O:11][C:12]1[CH:17]=[CH:16][C:15]([NH2:18])=[CH:14][C:13]=1[F:21])=[N:8][CH:7]=[N:6]2, predict the reactants needed to synthesize it. The reactants are: [Cl:1][C:2]1[CH:3]=[CH:4][N:5]2[C:10]=1[C:9]([O:11][C:12]1[CH:17]=[CH:16][C:15]([N+:18]([O-])=O)=[CH:14][C:13]=1[F:21])=[N:8][CH:7]=[N:6]2.CO.[Cl-].[NH4+]. (3) The reactants are: [CH3:1][S:2][CH3:3].[C:4](OOC(=O)C1C=CC=CC=1)(=[O:11])C1C=CC=CC=1.[CH2:22]([NH:24][CH2:25][CH3:26])[CH3:23]. Given the product [CH3:1][S:2][CH2:3][O:11][CH:4]1[CH2:26][CH2:25][NH:24][CH2:22][CH2:23]1, predict the reactants needed to synthesize it. (4) Given the product [CH2:12]([N:14]([C:26]1[CH:31]=[CH:30][C:29]([C:32]([F:33])([F:35])[F:34])=[CH:28][N:27]=1)[C:15](=[O:25])[C:16]1[C:21]([S:41]([CH2:2][CH3:3])(=[O:45])=[O:43])=[CH:20][CH:19]=[CH:18][N:17]=1)[CH3:13], predict the reactants needed to synthesize it. The reactants are: Cl[C:2]1C=CC=C(C(OO)=O)[CH:3]=1.[CH2:12]([N:14]([C:26]1[CH:31]=[CH:30][C:29]([C:32]([F:35])([F:34])[F:33])=[CH:28][N:27]=1)[C:15](=[O:25])[C:16]1[C:21](SCC)=[CH:20][CH:19]=[CH:18][N:17]=1)[CH3:13].C(=O)(O)[O-].[Na+].[S:41]([O-:45])([O-])(=[O:43])=S.[Na+].[Na+]. (5) Given the product [C:8]([C:5]1[N:4]=[C:3]([C:12]#[N:13])[C:2]([O:23][C:16]2[C:17]([CH3:22])=[CH:18][C:19]([CH3:21])=[CH:20][C:15]=2[CH3:14])=[CH:7][CH:6]=1)([CH3:11])([CH3:10])[CH3:9], predict the reactants needed to synthesize it. The reactants are: Br[C:2]1[C:3]([C:12]#[N:13])=[N:4][C:5]([C:8]([CH3:11])([CH3:10])[CH3:9])=[CH:6][CH:7]=1.[CH3:14][C:15]1[CH:20]=[C:19]([CH3:21])[CH:18]=[C:17]([CH3:22])[C:16]=1[OH:23].C([O-])([O-])=O.[Cs+].[Cs+].C(OCC)(=O)C. (6) Given the product [CH2:1]([O:8][N:9]1[C:15](=[O:16])[N:14]2[CH2:17][C@H:10]1[CH2:11][CH2:12][C@H:13]2[C:18]([NH:23][N:22]([CH3:21])[C:24]([O:26][C:27]([CH3:30])([CH3:29])[CH3:28])=[O:25])=[O:20])[C:2]1[CH:3]=[CH:4][CH:5]=[CH:6][CH:7]=1, predict the reactants needed to synthesize it. The reactants are: [CH2:1]([O:8][N:9]1[C:15](=[O:16])[N:14]2[CH2:17][C@H:10]1[CH2:11][CH2:12][C@H:13]2[C:18]([OH:20])=O)[C:2]1[CH:7]=[CH:6][CH:5]=[CH:4][CH:3]=1.[CH3:21][N:22]([C:24]([O:26][C:27]([CH3:30])([CH3:29])[CH3:28])=[O:25])[NH2:23].ON1C2C=CC=CC=2N=N1.Cl.C(N=C=NCCCN(C)C)C.